Task: Predict the product of the given reaction.. Dataset: Forward reaction prediction with 1.9M reactions from USPTO patents (1976-2016) Given the reactants [OH:1][CH2:2][CH2:3][CH2:4][CH2:5][CH2:6][N:7]1[C:29](=[O:30])[C:26]2[C:27]3[C:28]4[C:23](=[CH:24][CH:25]=2)[C:22]2[C:31]5[C:18]([CH:19]=[CH:20][CH:21]=2)=[CH:17][CH:16]=[CH:15][C:14]=5[C:13]=4[CH:12]=[CH:11][C:10]=3[C:8]1=[O:9].[C:32](Cl)(=[O:35])[CH:33]=[CH2:34], predict the reaction product. The product is: [C:32]([O:1][CH2:2][CH2:3][CH2:4][CH2:5][CH2:6][N:7]1[C:8](=[O:9])[C:10]2[C:27]3[C:28]4[C:13](=[CH:12][CH:11]=2)[C:14]2[C:31]5[C:18]([CH:17]=[CH:16][CH:15]=2)=[CH:19][CH:20]=[CH:21][C:22]=5[C:23]=4[CH:24]=[CH:25][C:26]=3[C:29]1=[O:30])(=[O:35])[CH:33]=[CH2:34].